This data is from Forward reaction prediction with 1.9M reactions from USPTO patents (1976-2016). The task is: Predict the product of the given reaction. (1) The product is: [Cl:1][C:2]1[CH:7]=[CH:6][CH:5]=[CH:4][C:3]=1[CH2:8][N:9]1[CH:13]=[C:12]([C:14]2[CH:19]=[C:18]([C:20]#[N:22])[CH:17]=[CH:16][N:15]=2)[N:11]=[CH:10]1. Given the reactants [Cl:1][C:2]1[CH:7]=[CH:6][CH:5]=[CH:4][C:3]=1[CH2:8][N:9]1[CH:13]=[C:12]([C:14]2[CH:19]=[C:18]([C:20]([NH2:22])=O)[CH:17]=[CH:16][N:15]=2)[N:11]=[CH:10]1.N1C=CC=CC=1.FC(F)(F)C(OC(=O)C(F)(F)F)=O.O, predict the reaction product. (2) Given the reactants [CH2:1]([S:8][CH2:9][CH:10]([CH2:14][CH2:15][C:16]([OH:18])=[O:17])[C:11]([OH:13])=[O:12])[C:2]1[CH:7]=[CH:6][CH:5]=[CH:4][CH:3]=1.ClC1C=CC=C(C(OO)=[O:27])C=1, predict the reaction product. The product is: [CH2:1]([S:8]([CH2:9][CH:10]([CH2:14][CH2:15][C:16]([OH:18])=[O:17])[C:11]([OH:13])=[O:12])=[O:27])[C:2]1[CH:3]=[CH:4][CH:5]=[CH:6][CH:7]=1. (3) Given the reactants CO[C:3](=[O:23])[C:4]1[CH:9]=[CH:8][CH:7]=[C:6]([C:10]2[S:11][C:12]([CH2:15][O:16][CH:17]3[CH2:22][CH2:21][CH2:20][CH2:19][O:18]3)=[N:13][N:14]=2)[CH:5]=1.[C:24]([O:27][C:28]([CH3:31])([CH3:30])[CH3:29])(=[O:26])[CH3:25].[Li], predict the reaction product. The product is: [C:28]([O:27][C:24](=[O:26])[CH2:25][C:3](=[O:23])[C:4]1[CH:9]=[CH:8][CH:7]=[C:6]([C:10]2[S:11][C:12]([CH2:15][O:16][CH:17]3[CH2:22][CH2:21][CH2:20][CH2:19][O:18]3)=[N:13][N:14]=2)[CH:5]=1)([CH3:31])([CH3:30])[CH3:29]. (4) Given the reactants [CH3:1][C:2]1[CH:3]=[N:4][N:5]([C:7]2[CH:12]=[CH:11][N:10]=[CH:9][C:8]=2[N:13]2[CH2:18][CH2:17][CH:16]([C:19]([OH:21])=O)[CH2:15][CH2:14]2)[CH:6]=1.CN(C=O)C.CN(C(ON1N=[N:42][C:37]2[CH:38]=[CH:39][CH:40]=[N:41][C:36]1=2)=[N+](C)C)C.F[P-](F)(F)(F)(F)F.Cl.N1CCC[C@@H]1C#N, predict the reaction product. The product is: [CH3:1][C:2]1[CH:3]=[N:4][N:5]([C:7]2[CH:12]=[CH:11][N:10]=[CH:9][C:8]=2[N:13]2[CH2:14][CH2:15][CH:16]([C:19]([N:41]3[CH2:40][CH2:39][CH2:38][C@@H:36]3[C:37]#[N:42])=[O:21])[CH2:17][CH2:18]2)[CH:6]=1. (5) Given the reactants [CH3:1][C:2]1[CH:7]=[CH:6][N:5]=[C:4]([C:8]2[CH:13]=[C:12]([CH3:14])[CH:11]=[CH:10][N:9]=2)[CH:3]=1.[Se](=O)=[O:16].[OH-:18].[Na+], predict the reaction product. The product is: [C:1]([C:2]1[CH:7]=[CH:6][N:5]=[C:4]([C:8]2[CH:13]=[C:12]([CH3:14])[CH:11]=[CH:10][N:9]=2)[CH:3]=1)([OH:16])=[O:18]. (6) Given the reactants [OH:1][CH2:2][CH2:3][CH2:4][CH2:5][CH2:6][CH2:7][CH2:8][CH2:9][CH2:10][CH2:11][CH2:12][P:13](=[O:20])([O:17][CH2:18][CH3:19])[O:14][CH2:15][CH3:16].[C:21]1([CH:24]=[CH:23][C:21]([OH:22])=[CH:24][CH:23]=1)[OH:22].C(Cl)(=O)C=C.C(OCC)(=O)C, predict the reaction product. The product is: [C:21]([O:1][CH2:2][CH2:3][CH2:4][CH2:5][CH2:6][CH2:7][CH2:8][CH2:9][CH2:10][CH2:11][CH2:12][P:13]([O:14][CH2:15][CH3:16])([O:17][CH2:18][CH3:19])=[O:20])(=[O:22])[CH:23]=[CH2:24]. (7) Given the reactants [CH2:1]([CH:8]1O[C:11](=[O:13])[CH2:10][CH2:9]1)[CH2:2][CH2:3][CH2:4][CH2:5][CH2:6][CH3:7].[C:14](OCC1C=CC=CC=1)(=O)C.CC1CCC(C(O)(C)C)CC=1.CC(O)(CCCC(C)C=C)C.CC1C(/C=C/C(=O)C)C(C)(C)CCC=1.CC1CCCC(C)(C)C=1/C=C/C(=O)C.OC1C=CC(C=O)=CC=1OC.O1C2C=CC(C=O)=CC=2OC1, predict the reaction product. The product is: [CH3:14][CH:9]([CH2:8][CH2:1][C:2]1[CH:3]=[CH:4][CH:5]=[CH:6][CH:7]=1)[CH2:10][CH2:11][OH:13]. (8) Given the reactants [Br:1][C:2]1[CH:3]=[CH:4][C:5]([C:8]2(O)[CH2:11][S:10](=[O:13])(=[O:12])[CH2:9]2)=[N:6][CH:7]=1.C(N(S(F)(F)[F:21])CC)C, predict the reaction product. The product is: [Br:1][C:2]1[CH:3]=[CH:4][C:5]([C:8]2([F:21])[CH2:11][S:10](=[O:13])(=[O:12])[CH2:9]2)=[N:6][CH:7]=1. (9) Given the reactants C1(C)C=CC(S([O-])(=O)=O)=CC=1.[NH+]1C=CC=CC=1.[F:18][C:19]1[C:20]([C:44]2[CH:49]=[CH:48][CH:47]=[C:46]([O:50][CH3:51])[C:45]=2[F:52])=[CH:21][C:22](=[O:43])[N:23]([CH2:25][CH2:26][C@@:27]([CH3:42])([S:38]([CH3:41])(=[O:40])=[O:39])[C:28]([NH:30][O:31]C2CCCCO2)=[O:29])[CH:24]=1, predict the reaction product. The product is: [F:18][C:19]1[C:20]([C:44]2[CH:49]=[CH:48][CH:47]=[C:46]([O:50][CH3:51])[C:45]=2[F:52])=[CH:21][C:22](=[O:43])[N:23]([CH2:25][CH2:26][C@@:27]([CH3:42])([S:38]([CH3:41])(=[O:40])=[O:39])[C:28]([NH:30][OH:31])=[O:29])[CH:24]=1. (10) Given the reactants [C:1]1([OH:14])[C:2]([C:7]2[C:8]([OH:13])=[CH:9][CH:10]=[CH:11][CH:12]=2)=[CH:3][CH:4]=[CH:5][CH:6]=1.C1(C)C=CC=CC=1.[CH2:22]([N:24]([CH2:28][CH3:29])[C:25](Cl)=[O:26])[CH3:23].Cl, predict the reaction product. The product is: [CH2:22]([N:24]([CH2:28][CH3:29])[C:25](=[O:26])[O:14][C:1]1[CH:6]=[CH:5][CH:4]=[CH:3][C:2]=1[C:7]1[CH:12]=[CH:11][CH:10]=[CH:9][C:8]=1[OH:13])[CH3:23].